The task is: Predict the reactants needed to synthesize the given product.. This data is from Full USPTO retrosynthesis dataset with 1.9M reactions from patents (1976-2016). (1) Given the product [OH:23][CH2:22][C:18]1[CH:17]=[C:16]([C:2]#[C:1][C:3]2[CH:8]=[CH:7][C:6]([CH2:9][CH2:10][C:11]([O:13][CH3:14])=[O:12])=[CH:5][CH:4]=2)[CH:21]=[CH:20][CH:19]=1, predict the reactants needed to synthesize it. The reactants are: [C:1]([C:3]1[CH:8]=[CH:7][C:6]([CH2:9][CH2:10][C:11]([O:13][CH3:14])=[O:12])=[CH:5][CH:4]=1)#[CH:2].I[C:16]1[CH:17]=[C:18]([CH2:22][OH:23])[CH:19]=[CH:20][CH:21]=1. (2) Given the product [F:10][C:9]([F:11])([F:12])[C:7]1[CH:6]=[C:5]([NH:13][C:14]2[C:19]3[C:20](=[O:22])[NH:27][CH:26]=[CH:25][C:18]=3[N:17]=[C:16]([S:30][CH3:31])[N:15]=2)[CH:4]=[C:3]([C:2]([F:1])([F:33])[F:32])[CH:8]=1, predict the reactants needed to synthesize it. The reactants are: [F:1][C:2]([F:33])([F:32])[C:3]1[CH:4]=[C:5]([NH:13][C:14]2[C:19]([C:20]([O:22]CC)=O)=[C:18](/[CH:25]=[CH:26]/[N:27](C)C)[N:17]=[C:16]([S:30][CH3:31])[N:15]=2)[CH:6]=[C:7]([C:9]([F:12])([F:11])[F:10])[CH:8]=1.[NH4+].[OH-]. (3) Given the product [OH:19][CH:8]([C:4]1[CH:5]=[CH:6][CH:7]=[C:2]([C:21]#[C:20][C:22]2[CH:27]=[CH:26][CH:25]=[CH:24][CH:23]=2)[CH:3]=1)[CH2:9][CH2:10][NH:11][C:12](=[O:18])[O:13][C:14]([CH3:17])([CH3:16])[CH3:15], predict the reactants needed to synthesize it. The reactants are: Br[C:2]1[CH:3]=[C:4]([CH:8]([OH:19])[CH2:9][CH2:10][NH:11][C:12](=[O:18])[O:13][C:14]([CH3:17])([CH3:16])[CH3:15])[CH:5]=[CH:6][CH:7]=1.[C:20]([C:22]1[CH:27]=[CH:26][CH:25]=[CH:24][CH:23]=1)#[CH:21].